Dataset: NCI-60 drug combinations with 297,098 pairs across 59 cell lines. Task: Regression. Given two drug SMILES strings and cell line genomic features, predict the synergy score measuring deviation from expected non-interaction effect. (1) Drug 1: CN1CCC(CC1)COC2=C(C=C3C(=C2)N=CN=C3NC4=C(C=C(C=C4)Br)F)OC. Drug 2: CC1CCCC2(C(O2)CC(NC(=O)CC(C(C(=O)C(C1O)C)(C)C)O)C(=CC3=CSC(=N3)C)C)C. Cell line: NCI/ADR-RES. Synergy scores: CSS=1.58, Synergy_ZIP=-1.16, Synergy_Bliss=-2.92, Synergy_Loewe=-4.58, Synergy_HSA=-4.53. (2) Drug 1: C1CCC(CC1)NC(=O)N(CCCl)N=O. Drug 2: C1CN(CCN1C(=O)CCBr)C(=O)CCBr. Cell line: U251. Synergy scores: CSS=51.7, Synergy_ZIP=-12.6, Synergy_Bliss=-0.317, Synergy_Loewe=0.223, Synergy_HSA=3.47.